This data is from Full USPTO retrosynthesis dataset with 1.9M reactions from patents (1976-2016). The task is: Predict the reactants needed to synthesize the given product. (1) Given the product [NH:29]1[C:25]([C:21]2[CH:22]=[CH:23][C:24]3[CH:11]([CH:8]4[CH2:9][CH2:10][NH:5][CH2:6][CH2:7]4)[C:12]4[C:17]([O:18][C:19]=3[CH:20]=2)=[CH:16][CH:15]=[CH:14][CH:13]=4)=[N:26][N:27]=[N:28]1, predict the reactants needed to synthesize it. The reactants are: FC(F)(F)C([N:5]1[CH2:10][CH2:9][CH:8]([CH:11]2[C:24]3[CH:23]=[CH:22][C:21]([C:25]4[NH:29][N:28]=[N:27][N:26]=4)=[CH:20][C:19]=3[O:18][C:17]3[C:12]2=[CH:13][CH:14]=[CH:15][CH:16]=3)[CH2:7][CH2:6]1)=O.[OH-].[Na+]. (2) Given the product [C:1]([C:5]1[CH:10]=[CH:9][C:8]([S:11]([N:14]2[C:20]3[CH:21]=[C:22]([N:35]4[N:36]=[CH:37][CH:38]=[N:34]4)[CH:23]=[CH:24][C:19]=3[NH:18][C:17]3[N:26]=[C:27]([C:30]([F:33])([F:32])[F:31])[CH:28]=[CH:29][C:16]=3[CH2:15]2)(=[O:13])=[O:12])=[CH:7][CH:6]=1)([CH3:4])([CH3:3])[CH3:2], predict the reactants needed to synthesize it. The reactants are: [C:1]([C:5]1[CH:10]=[CH:9][C:8]([S:11]([N:14]2[C:20]3[CH:21]=[C:22](I)[CH:23]=[CH:24][C:19]=3[NH:18][C:17]3[N:26]=[C:27]([C:30]([F:33])([F:32])[F:31])[CH:28]=[CH:29][C:16]=3[CH2:15]2)(=[O:13])=[O:12])=[CH:7][CH:6]=1)([CH3:4])([CH3:3])[CH3:2].[NH:34]1[CH:38]=[CH:37][N:36]=[N:35]1.CNCCNC.CC([O-])(C)C.[K+]. (3) Given the product [C:9]([C:3]1[CH:4]=[C:5]([OH:6])[CH:7]=[CH:8][C:1]=1[OH:2])(=[O:11])[CH3:10], predict the reactants needed to synthesize it. The reactants are: [C:1]1([CH:8]=[CH:7][C:5]([OH:6])=[CH:4][CH:3]=1)[OH:2].[C:9](OC(=O)C)(=[O:11])[CH3:10]. (4) The reactants are: Cl[C:2]1[C:7]2[CH:8]=[CH:9][NH:10][C:6]=2[C:5]([C:11]([O:13][CH2:14][CH3:15])=[O:12])=[CH:4][N:3]=1.[Cl:16][C:17]1[CH:18]=[C:19]([CH:21]=[CH:22][CH:23]=1)[NH2:20].CS(O)(=O)=O. Given the product [Cl:16][C:17]1[CH:18]=[C:19]([NH:20][C:2]2[C:7]3[CH:8]=[CH:9][NH:10][C:6]=3[C:5]([C:11]([O:13][CH2:14][CH3:15])=[O:12])=[CH:4][N:3]=2)[CH:21]=[CH:22][CH:23]=1, predict the reactants needed to synthesize it. (5) The reactants are: Br[C:2]1[N:6]([S:7]([C:10]2[CH:11]=[N:12][CH:13]=[CH:14][CH:15]=2)(=[O:9])=[O:8])[CH:5]=[C:4]([CH2:16][N:17]([CH3:25])[C:18](=[O:24])[O:19][C:20]([CH3:23])([CH3:22])[CH3:21])[CH:3]=1.[Cl:26][C:27]1[C:32](B(O)O)=[CH:31][CH:30]=[CH:29][N:28]=1.C(=O)([O-])O.[Na+].COCCOC. Given the product [Cl:26][C:27]1[C:32]([C:2]2[N:6]([S:7]([C:10]3[CH:11]=[N:12][CH:13]=[CH:14][CH:15]=3)(=[O:9])=[O:8])[CH:5]=[C:4]([CH2:16][N:17]([CH3:25])[C:18](=[O:24])[O:19][C:20]([CH3:23])([CH3:22])[CH3:21])[CH:3]=2)=[CH:31][CH:30]=[CH:29][N:28]=1, predict the reactants needed to synthesize it.